Dataset: Reaction yield outcomes from USPTO patents with 853,638 reactions. Task: Predict the reaction yield, written as a fraction of the theoretical maximum amount of product (1.0 means a 100% yield; for example, 0.34 means a 34% yield). The reactants are [CH:1]1([CH2:4][O:5][C:6]2[CH:25]=[CH:24][C:9]([C:10]([O:12][CH2:13][C:14]([O:16]CC3C=CC=CC=3)=[O:15])=[O:11])=[CH:8][C:7]=2[CH2:26][N:27]2[CH2:32][CH2:31][O:30][CH2:29][CH2:28]2)[CH2:3][CH2:2]1. The catalyst is CO.[Pd]. The product is [CH:1]1([CH2:4][O:5][C:6]2[CH:25]=[CH:24][C:9]([C:10]([O:12][CH2:13][C:14]([OH:16])=[O:15])=[O:11])=[CH:8][C:7]=2[CH2:26][N:27]2[CH2:28][CH2:29][O:30][CH2:31][CH2:32]2)[CH2:3][CH2:2]1. The yield is 0.880.